From a dataset of Full USPTO retrosynthesis dataset with 1.9M reactions from patents (1976-2016). Predict the reactants needed to synthesize the given product. (1) Given the product [ClH:38].[F:1][C:2]1[CH:7]=[CH:6][CH:5]=[C:4]([OH:8])[C:3]=1[C:9]1[N:18]=[C:17]([N:19]2[CH2:24][CH2:23][CH2:22][C@@H:21]([CH2:25][NH:26][C:27](=[O:31])[O:28][CH2:29][CH3:30])[CH2:20]2)[C:16]2[C:11](=[CH:12][C:13]([CH3:32])=[CH:14][CH:15]=2)[N:10]=1, predict the reactants needed to synthesize it. The reactants are: [F:1][C:2]1[CH:7]=[CH:6][CH:5]=[C:4]([OH:8])[C:3]=1[C:9]1[N:18]=[C:17]([N:19]2[CH2:24][CH2:23][CH2:22][C@@H:21]([CH2:25][NH:26][C:27](=[O:31])[O:28][CH2:29][CH3:30])[CH2:20]2)[C:16]2[C:11](=[CH:12][C:13]([CH3:32])=[CH:14][CH:15]=2)[N:10]=1.CCOCC.[ClH:38]. (2) Given the product [Cl:1][C:2]1[CH:7]=[CH:6][CH:5]=[CH:4][C:3]=1[C:8]1[O:12][N:11]=[CH:10][C:9]=1[C:13]([N:22]1[CH2:23][CH:18]([CH2:16][CH3:17])[CH2:19][CH2:20][CH:21]1[CH3:24])=[O:15], predict the reactants needed to synthesize it. The reactants are: [Cl:1][C:2]1[CH:7]=[CH:6][CH:5]=[CH:4][C:3]=1[C:8]1[O:12][N:11]=[CH:10][C:9]=1[C:13]([OH:15])=O.[CH2:16]([CH:18]1[CH2:23][NH:22][CH:21]([CH3:24])[CH2:20][CH2:19]1)[CH3:17]. (3) Given the product [CH2:33]([Sn:15]([CH2:11][CH2:12][CH2:13][CH3:14])([CH2:29][CH2:30][CH2:31][CH3:32])[C:2]1[CH:3]=[N:4][N:5]2[CH:10]=[CH:9][N:8]=[CH:7][C:6]=12)[CH2:34][CH2:35][CH3:36], predict the reactants needed to synthesize it. The reactants are: Br[C:2]1[CH:3]=[N:4][N:5]2[CH:10]=[CH:9][N:8]=[CH:7][C:6]=12.[CH2:11]([Sn:15]([CH2:33][CH2:34][CH2:35][CH3:36])([CH2:29][CH2:30][CH2:31][CH3:32])[Sn:15]([CH2:29][CH2:30][CH2:31][CH3:32])([CH2:33][CH2:34][CH2:35][CH3:36])[CH2:11][CH2:12][CH2:13][CH3:14])[CH2:12][CH2:13][CH3:14]. (4) The reactants are: [CH3:1][N:2]([CH2:4][CH2:5][CH2:6][C@@:7]1([C:18]2[CH:23]=[CH:22][C:21]([F:24])=[CH:20][CH:19]=2)[O:11][CH2:10][C:9]2[CH:12]=[C:13]([C:16]#[N:17])[CH:14]=[CH:15][C:8]1=2)C.[C:25]([OH:30])([C:27]([OH:29])=[O:28])=[O:26].O=C(C(=O)O)O. Given the product [C:27]([OH:29])(=[O:28])[C:25]([OH:30])=[O:26].[F:24][C:21]1[CH:20]=[CH:19][C:18]([C:7]2([CH2:6][CH2:5][CH2:4][NH:2][CH3:1])[C:8]3[C:9](=[CH:12][C:13]([C:16]#[N:17])=[CH:14][CH:15]=3)[CH2:10][O:11]2)=[CH:23][CH:22]=1, predict the reactants needed to synthesize it. (5) Given the product [CH2:1]([O:5][CH2:6][CH2:7][O:8][C:9]1[CH:14]=[CH:13][C:12]([C:15]2[CH:16]=[CH:17][C:18]3[N:24]([CH2:25][CH:26]([CH3:27])[CH3:28])[CH2:23][CH2:22][C:21]([C:29]([NH:31][C:32]4[CH:33]=[CH:34][C:35]([S:38]([C:39]5[N:44]6[CH:45]=[CH:46][N:47]=[C:43]6[CH:42]=[CH:41][CH:40]=5)=[O:57])=[CH:36][CH:37]=4)=[O:30])=[CH:20][C:19]=3[CH:48]=2)=[CH:11][CH:10]=1)[CH2:2][CH2:3][CH3:4], predict the reactants needed to synthesize it. The reactants are: [CH2:1]([O:5][CH2:6][CH2:7][O:8][C:9]1[CH:14]=[CH:13][C:12]([C:15]2[CH:16]=[CH:17][C:18]3[N:24]([CH2:25][CH:26]([CH3:28])[CH3:27])[CH2:23][CH2:22][C:21]([C:29]([NH:31][C:32]4[CH:37]=[CH:36][C:35]([S:38][C:39]5[N:44]6[CH:45]=[CH:46][N:47]=[C:43]6[CH:42]=[CH:41][CH:40]=5)=[CH:34][CH:33]=4)=[O:30])=[CH:20][C:19]=3[CH:48]=2)=[CH:11][CH:10]=1)[CH2:2][CH2:3][CH3:4].ClC1C=CC=C(C(OO)=[O:57])C=1.S([O-])([O-])(=O)=S.[Na+].[Na+]. (6) Given the product [Cl:10][C:5]1[CH:4]=[C:3]([O:11][CH3:12])[C:2]([B:16]2[O:17][C:18]([CH3:20])([CH3:19])[C:14]([CH3:30])([CH3:13])[O:15]2)=[CH:9][C:6]=1[C:7]#[N:8], predict the reactants needed to synthesize it. The reactants are: Br[C:2]1[C:3]([O:11][CH3:12])=[CH:4][C:5]([Cl:10])=[C:6]([CH:9]=1)[C:7]#[N:8].[CH3:13][C:14]1([CH3:30])[C:18]([CH3:20])([CH3:19])[O:17][B:16]([B:16]2[O:17][C:18]([CH3:20])([CH3:19])[C:14]([CH3:30])([CH3:13])[O:15]2)[O:15]1.CC([O-])=O.[K+]. (7) Given the product [C:1]([O:5][C:6]([NH:8][C@H:9]([C:22]([NH:64][C@H:65]([C:67]([O:69][CH2:70][CH2:71][O:72][C:73]1[CH:78]=[CH:77][C:76]([C:79]2[C:84]([C:85]#[N:86])=[C:83]([S:87][CH2:88][C:89]3[N:90]=[C:91]([C:94]4[CH:95]=[CH:96][C:97]([Cl:100])=[CH:98][CH:99]=4)[S:92][CH:93]=3)[N:82]=[C:81]([N:101]3[CH2:102][CH2:103][CH2:104]3)[C:80]=2[C:105]#[N:106])=[CH:75][CH:74]=1)=[O:68])[CH3:66])=[O:24])[CH2:10][CH2:11][CH2:12][CH2:13][NH:14][C:15]([O:17][C:18]([CH3:19])([CH3:20])[CH3:21])=[O:16])=[O:7])([CH3:2])([CH3:3])[CH3:4], predict the reactants needed to synthesize it. The reactants are: [C:1]([O:5][C:6]([NH:8][C@H:9]([C:22]([OH:24])=O)[CH2:10][CH2:11][CH2:12][CH2:13][NH:14][C:15]([O:17][C:18]([CH3:21])([CH3:20])[CH3:19])=[O:16])=[O:7])([CH3:4])([CH3:3])[CH3:2].Cl.CN(C)CCCN=C=NCC.O.ON1C2C=CC=CC=2N=N1.C(N(CC)C(C)C)(C)C.FC(F)(F)C(O)=O.[NH2:64][C@H:65]([C:67]([O:69][CH2:70][CH2:71][O:72][C:73]1[CH:78]=[CH:77][C:76]([C:79]2[C:84]([C:85]#[N:86])=[C:83]([S:87][CH2:88][C:89]3[N:90]=[C:91]([C:94]4[CH:99]=[CH:98][C:97]([Cl:100])=[CH:96][CH:95]=4)[S:92][CH:93]=3)[N:82]=[C:81]([N:101]3[CH2:104][CH2:103][CH2:102]3)[C:80]=2[C:105]#[N:106])=[CH:75][CH:74]=1)=[O:68])[CH3:66]. (8) The reactants are: Br[C:2]1[C:15]2[C:6](=[C:7]3[C:12](=[CH:13][CH:14]=2)[C:11]([C:16]2[CH:21]=[CH:20][CH:19]=[CH:18][CH:17]=2)=[CH:10][CH:9]=[N:8]3)[N:5]=[CH:4][CH:3]=1.[Li]CCCC.[B:27](OC)([O:30]C)[O:28]C.Cl. Given the product [C:16]1([C:11]2[C:12]3[C:7]([N:8]=[CH:9][CH:10]=2)=[C:6]2[C:15]([C:2]([B:27]([OH:30])[OH:28])=[CH:3][CH:4]=[N:5]2)=[CH:14][CH:13]=3)[CH:21]=[CH:20][CH:19]=[CH:18][CH:17]=1, predict the reactants needed to synthesize it. (9) The reactants are: C(=O)C(C)C.[CH2:6]1[C:14]2[C:9](=[CH:10][C:11]([NH:15][C:16]([N:18]3[CH2:26][C:25]4[C:20](=[CH:21][CH:22]=[CH:23][CH:24]=4)[CH2:19]3)=[O:17])=[CH:12][CH:13]=2)[CH2:8][NH:7]1.N1C[CH:31]=[C:30]([C:33]2C=CC(NC(N3CC4C(=CC=CC=4)C3)=O)=CC=2)[CH2:29][CH2:28]1. Given the product [CH3:31][CH:30]([CH3:33])[CH2:29][CH2:28][N:7]1[CH2:8][C:9]2[C:14](=[CH:13][CH:12]=[C:11]([NH:15][C:16]([N:18]3[CH2:26][C:25]4[C:20](=[CH:21][CH:22]=[CH:23][CH:24]=4)[CH2:19]3)=[O:17])[CH:10]=2)[CH2:6]1, predict the reactants needed to synthesize it.